From a dataset of Reaction yield outcomes from USPTO patents with 853,638 reactions. Predict the reaction yield, written as a fraction of the theoretical maximum amount of product (1.0 means a 100% yield; for example, 0.34 means a 34% yield). (1) The reactants are O=P(Cl)(Cl)Cl.[CH3:6][N:7]1[CH2:12][CH2:11][N:10]([CH2:13][CH2:14][CH2:15][C:16]2[C:24]3[CH2:23][CH2:22][CH2:21][CH2:20][C:19]=3[NH:18][CH:17]=2)[CH2:9][CH2:8]1.CN(C)[CH:27]=[O:28]. No catalyst specified. The product is [CH3:6][N:7]1[CH2:8][CH2:9][N:10]([CH2:13][CH2:14][CH2:15][C:16]2[C:24]3[CH2:23][CH2:22][CH2:21][CH2:20][C:19]=3[NH:18][C:17]=2[CH:27]=[O:28])[CH2:11][CH2:12]1. The yield is 0.620. (2) The reactants are [N:1]1([C:8]2[CH:13]=[CH:12][C:11]([C:14]3[NH:23][C:22](=[O:24])[C:21]4[C:16](=[CH:17][C:18]([O:27][CH3:28])=[CH:19][C:20]=4[O:25][CH3:26])[N:15]=3)=[CH:10][CH:9]=2)[CH2:7][CH2:6][CH2:5][NH:4][CH2:3][CH2:2]1.CI.[CH3:31]CN(C(C)C)C(C)C. The catalyst is CN(C=O)C.C(OCC)(=O)C. The product is [CH3:26][O:25][C:20]1[CH:19]=[C:18]([O:27][CH3:28])[CH:17]=[C:16]2[C:21]=1[C:22](=[O:24])[NH:23][C:14]([C:11]1[CH:12]=[CH:13][C:8]([N:1]3[CH2:7][CH2:6][CH2:5][N:4]([CH3:31])[CH2:3][CH2:2]3)=[CH:9][CH:10]=1)=[N:15]2. The yield is 0.230. (3) The reactants are [CH2:1]([N:8]([CH2:12][Si](C)(C)C)[CH2:9]OC)[C:2]1[CH:7]=[CH:6][CH:5]=[CH:4][CH:3]=1.[F:17][CH2:18][C:19](=[CH2:25])[C:20]([O:22][CH2:23][CH3:24])=[O:21].C(O)(C(F)(F)F)=O.C([O-])(O)=O.[Na+]. The catalyst is C(Cl)Cl.CCOC(C)=O.CCCCCC.C(OCC)(=O)C. The product is [CH2:1]([N:8]1[CH2:9][CH2:25][C:19]([CH2:18][F:17])([C:20]([O:22][CH2:23][CH3:24])=[O:21])[CH2:12]1)[C:2]1[CH:3]=[CH:4][CH:5]=[CH:6][CH:7]=1. The yield is 0.230. (4) The reactants are [C:1]([N:4]1[CH2:9][CH2:8][N:7]([CH2:10][CH2:11][O:12][C:13]2[CH:22]=[C:21]3[C:16]([C:17](Cl)=[N:18][CH:19]=[N:20]3)=[CH:15][C:14]=2[O:24][CH3:25])[CH2:6][CH2:5]1)(=[O:3])[CH3:2].[OH:26][C:27]1[CH:28]=[C:29]2[C:33](=[N:34][CH:35]=1)[NH:32][CH:31]=[CH:30]2.C(=O)([O-])[O-].[K+].[K+]. The catalyst is CC(N(C)C)=O. The product is [C:1]([N:4]1[CH2:9][CH2:8][N:7]([CH2:10][CH2:11][O:12][C:13]2[CH:22]=[C:21]3[C:16]([C:17]([O:26][C:27]4[CH:28]=[C:29]5[C:33](=[N:34][CH:35]=4)[NH:32][CH:31]=[CH:30]5)=[N:18][CH:19]=[N:20]3)=[CH:15][C:14]=2[O:24][CH3:25])[CH2:6][CH2:5]1)(=[O:3])[CH3:2]. The yield is 0.800. (5) The reactants are [F:1][C:2]1[CH:3]=[C:4]([CH:8]=[CH:9][C:10]=1[N:11]1[CH2:16][CH2:15][N:14]([C:17]2[NH:18][C:19](=[O:27])[C:20]3[CH:25]=[N:24][N:23]([CH3:26])[C:21]=3[N:22]=2)[CH2:13][CH2:12]1)[C:5]([OH:7])=[O:6].[CH3:28]O. The catalyst is S(=O)(=O)(O)O.C(Cl)Cl. The product is [F:1][C:2]1[CH:3]=[C:4]([CH:8]=[CH:9][C:10]=1[N:11]1[CH2:12][CH2:13][N:14]([C:17]2[NH:18][C:19](=[O:27])[C:20]3[CH:25]=[N:24][N:23]([CH3:26])[C:21]=3[N:22]=2)[CH2:15][CH2:16]1)[C:5]([O:7][CH3:28])=[O:6]. The yield is 1.07. (6) The reactants are FC(F)(F)C(O)=O.[Br:8][C:9]1[CH:10]=[N:11][C:12]([O:15][C:16]2[CH:21]=[CH:20][CH:19]=[C:18]([CH:22]=[C:23]3[CH2:28][CH2:27][NH:26][CH2:25][CH2:24]3)[CH:17]=2)=[N:13][CH:14]=1.[N:29]1[CH:34]=[CH:33][CH:32]=[C:31]([NH:35][C:36](=O)[O:37]C2C=CC=CC=2)[N:30]=1.C(N(C(C)C)CC)(C)C. The catalyst is C(#N)C. The product is [Br:8][C:9]1[CH:10]=[N:11][C:12]([O:15][C:16]2[CH:17]=[C:18]([CH:19]=[CH:20][CH:21]=2)[CH:22]=[C:23]2[CH2:28][CH2:27][N:26]([C:36]([NH:35][C:31]3[N:30]=[N:29][CH:34]=[CH:33][CH:32]=3)=[O:37])[CH2:25][CH2:24]2)=[N:13][CH:14]=1. The yield is 0.670. (7) The reactants are [Cl:1][C:2]1[CH:3]=[C:4]([CH:8]=[CH:9][C:10]=1[N:11]([CH2:28][CH2:29][OH:30])[C:12]([C:14]1[S:27][C:17]2[C:18]3[CH:26]=[CH:25][CH:24]=[CH:23][C:19]=3[O:20][CH2:21][CH2:22][C:16]=2[CH:15]=1)=[O:13])[C:5](O)=[O:6].[CH3:31][NH:32][CH3:33]. No catalyst specified. The product is [Cl:1][C:2]1[CH:3]=[C:4]([C:5](=[O:6])[N:32]([CH3:33])[CH3:31])[CH:8]=[CH:9][C:10]=1[N:11]([CH2:28][CH2:29][OH:30])[C:12]([C:14]1[S:27][C:17]2[C:18]3[CH:26]=[CH:25][CH:24]=[CH:23][C:19]=3[O:20][CH2:21][CH2:22][C:16]=2[CH:15]=1)=[O:13]. The yield is 0.500.